Dataset: Full USPTO retrosynthesis dataset with 1.9M reactions from patents (1976-2016). Task: Predict the reactants needed to synthesize the given product. (1) Given the product [Cl:17][C:15]1[CH:16]=[C:11]([C:8]2[CH:7]=[CH:6][C:5]([C:3]([OH:4])=[O:2])=[CH:10][CH:9]=2)[CH:12]=[C:13]([Cl:31])[C:14]=1[CH2:18][C@@H:19]1[CH2:23][CH2:22][N:21]([CH:24]2[CH2:25][CH2:26][O:27][CH2:28][CH2:29]2)[C:20]1=[O:30], predict the reactants needed to synthesize it. The reactants are: C[O:2][C:3]([C:5]1[CH:10]=[CH:9][C:8]([C:11]2[CH:16]=[C:15]([Cl:17])[C:14]([CH2:18][C@@H:19]3[CH2:23][CH2:22][N:21]([CH:24]4[CH2:29][CH2:28][O:27][CH2:26][CH2:25]4)[C:20]3=[O:30])=[C:13]([Cl:31])[CH:12]=2)=[CH:7][CH:6]=1)=[O:4].[OH-].[Na+]. (2) Given the product [Cl:38][C:39]1[N:43]2[CH:44]=[C:45]([CH:52]3[CH2:54][CH2:53]3)[CH:46]=[C:47]([C:48]([F:50])([F:49])[F:51])[C:42]2=[N:41][C:40]=1[C:55]([N:16]1[CH2:17][CH2:18][C@@H:19]([N:20]2[C:24](=[O:25])[CH2:23][O:22][C:21]2=[O:26])[C@H:14]([O:13][Si:12]([C:9]([CH3:8])([CH3:10])[CH3:11])([CH3:28])[CH3:27])[CH2:15]1)=[O:56], predict the reactants needed to synthesize it. The reactants are: OC(C(F)(F)F)=O.[CH3:8][C:9]([Si:12]([CH3:28])([CH3:27])[O:13][C@H:14]1[C@H:19]([N:20]2[C:24](=[O:25])[CH2:23][O:22][C:21]2=[O:26])[CH2:18][CH2:17][NH:16][CH2:15]1)([CH3:11])[CH3:10].CCN(C(C)C)C(C)C.[Cl:38][C:39]1[N:43]2[CH:44]=[C:45]([CH:52]3[CH2:54][CH2:53]3)[CH:46]=[C:47]([C:48]([F:51])([F:50])[F:49])[C:42]2=[N:41][C:40]=1[C:55](O)=[O:56].CN(C(ON1N=NC2C=CC=NC1=2)=[N+](C)C)C.F[P-](F)(F)(F)(F)F. (3) Given the product [CH:1]1([CH:4]([C:12](=[O:15])[CH3:14])[C:5]#[N:6])[CH2:3][CH2:2]1, predict the reactants needed to synthesize it. The reactants are: [CH:1]1([CH2:4][C:5]#[N:6])[CH2:3][CH2:2]1.[Li+].CC([N-][CH:12]([CH3:14])C)C.[O:15](OC)OC. (4) Given the product [ClH:1].[F:41][C:4]([F:40])([F:3])[C:5]1[CH:6]=[C:7]([CH:33]=[C:34]([C:36]([F:38])([F:39])[F:37])[CH:35]=1)[CH2:8][N:9]([CH3:32])[C:10]([C@@H:12]1[CH2:17][CH2:16][N:15]([CH:18]2[CH2:19][CH2:20][N:21]([C:43](=[O:44])[CH2:42][OH:45])[CH2:22][CH2:23]2)[CH2:14][C@H:13]1[C:24]1[CH:29]=[CH:28][C:27]([F:30])=[CH:26][C:25]=1[CH3:31])=[O:11], predict the reactants needed to synthesize it. The reactants are: [ClH:1].Cl.[F:3][C:4]([F:41])([F:40])[C:5]1[CH:6]=[C:7]([CH:33]=[C:34]([C:36]([F:39])([F:38])[F:37])[CH:35]=1)[CH2:8][N:9]([CH3:32])[C:10]([C@@H:12]1[CH2:17][CH2:16][N:15]([CH:18]2[CH2:23][CH2:22][NH:21][CH2:20][CH2:19]2)[CH2:14][C@H:13]1[C:24]1[CH:29]=[CH:28][C:27]([F:30])=[CH:26][C:25]=1[CH3:31])=[O:11].[C:42](O)(=[O:45])[CH2:43][OH:44].Cl.C(OCC)(=O)C. (5) Given the product [C:24]([C:26]1([C:32]2[CH:33]=[C:34]([CH:38]=[CH:39][CH:40]=2)[C:35]([NH:1][C:2]2[CH:23]=[CH:22][CH:21]=[C:4]([O:5][C:6]3[CH:7]=[CH:8][C:9]4[N:10]([CH:12]=[C:13]([NH:15][C:16]([CH:18]5[CH2:20][CH2:19]5)=[O:17])[N:14]=4)[N:11]=3)[CH:3]=2)=[O:36])[CH2:27][CH2:28][O:29][CH2:30][CH2:31]1)#[N:25], predict the reactants needed to synthesize it. The reactants are: [NH2:1][C:2]1[CH:3]=[C:4]([CH:21]=[CH:22][CH:23]=1)[O:5][C:6]1[CH:7]=[CH:8][C:9]2[N:10]([CH:12]=[C:13]([NH:15][C:16]([CH:18]3[CH2:20][CH2:19]3)=[O:17])[N:14]=2)[N:11]=1.[C:24]([C:26]1([C:32]2[CH:33]=[C:34]([CH:38]=[CH:39][CH:40]=2)[C:35](O)=[O:36])[CH2:31][CH2:30][O:29][CH2:28][CH2:27]1)#[N:25].Cl.CN(C)CCCN=C=NCC.ON1C2C=CC=CC=2N=N1.C(N(CC)CC)C.